From a dataset of NCI-60 drug combinations with 297,098 pairs across 59 cell lines. Regression. Given two drug SMILES strings and cell line genomic features, predict the synergy score measuring deviation from expected non-interaction effect. Drug 1: C1=NC2=C(N=C(N=C2N1C3C(C(C(O3)CO)O)O)F)N. Drug 2: CC1=C(C(=CC=C1)Cl)NC(=O)C2=CN=C(S2)NC3=CC(=NC(=N3)C)N4CCN(CC4)CCO. Cell line: SF-295. Synergy scores: CSS=1.51, Synergy_ZIP=-0.153, Synergy_Bliss=0.988, Synergy_Loewe=-3.96, Synergy_HSA=-1.55.